From a dataset of Catalyst prediction with 721,799 reactions and 888 catalyst types from USPTO. Predict which catalyst facilitates the given reaction. (1) Reactant: [OH-].[Zn+2:2].[OH-].[NH2:4][C@H:5]([C:11]([OH:13])=[O:12])[CH2:6][CH2:7][CH2:8][CH2:9][NH2:10]. Product: [NH2:4][C@H:5]([C:11]([O-:13])=[O:12])[CH2:6][CH2:7][CH2:8][CH2:9][NH2:10].[NH2:4][C@H:5]([C:11]([O-:13])=[O:12])[CH2:6][CH2:7][CH2:8][CH2:9][NH2:10].[Zn+2:2]. The catalyst class is: 8. (2) Reactant: C(OC([N:11]([CH2:15][CH:16]1[CH2:21][CH2:20][N:19]([C:22]([O:24][C:25]([CH3:28])([CH3:27])[CH3:26])=[O:23])[CH2:18][CH2:17]1)[CH2:12][CH2:13][CH3:14])=O)C1C=CC=CC=1.[H][H]. Product: [CH2:12]([NH:11][CH2:15][CH:16]1[CH2:17][CH2:18][N:19]([C:22]([O:24][C:25]([CH3:26])([CH3:28])[CH3:27])=[O:23])[CH2:20][CH2:21]1)[CH2:13][CH3:14]. The catalyst class is: 293. (3) Reactant: Br[C:2]1[CH:10]=[CH:9][C:5]2[CH2:6][CH2:7][O:8][C:4]=2[CH:3]=1.[Li]CCCC.CN([CH:19]=[O:20])C. Product: [O:8]1[C:4]2[CH:3]=[C:2]([CH:19]=[O:20])[CH:10]=[CH:9][C:5]=2[CH2:6][CH2:7]1. The catalyst class is: 1. (4) Reactant: [I-].[Br:2][C:3]1[CH:8]=[CH:7][C:6]([Zn+])=[C:5]([F:10])[CH:4]=1.[C:11](Cl)(=[O:21])[CH2:12][CH2:13][CH2:14][CH2:15][CH2:16][CH2:17][CH2:18][CH2:19][CH3:20]. Product: [Br:2][C:3]1[CH:8]=[CH:7][C:6]([C:11](=[O:21])[CH2:12][CH2:13][CH2:14][CH2:15][CH2:16][CH2:17][CH2:18][CH2:19][CH3:20])=[C:5]([F:10])[CH:4]=1. The catalyst class is: 73. (5) Reactant: [N+:1]([C:4]1[CH:12]=[CH:11][C:7]([C:8]([OH:10])=O)=[CH:6][CH:5]=1)([O-:3])=[O:2].[C:13]1([NH2:20])[CH:18]=[CH:17][C:16]([NH2:19])=[CH:15][CH:14]=1.CN(C(ON1N=NC2C=CC=NC1=2)=[N+](C)C)C.F[P-](F)(F)(F)(F)F.CCN(C(C)C)C(C)C. Product: [NH2:19][C:16]1[CH:17]=[CH:18][C:13]([NH:20][C:8](=[O:10])[C:7]2[CH:6]=[CH:5][C:4]([N+:1]([O-:3])=[O:2])=[CH:12][CH:11]=2)=[CH:14][CH:15]=1. The catalyst class is: 4. (6) Reactant: [CH3:1][O:2][C:3](=[O:14])[C:4]1[C:9]([Cl:10])=[CH:8][C:7]([C:11]#[N:12])=[CH:6][C:5]=1[Cl:13].[N:15]([Sn](CCCC)(CCCC)CCCC)=[N+:16]=[N-:17]. Product: [CH3:1][O:2][C:3](=[O:14])[C:4]1[C:5]([Cl:13])=[CH:6][C:7]([C:11]2[NH:17][N:16]=[N:15][N:12]=2)=[CH:8][C:9]=1[Cl:10]. The catalyst class is: 11. (7) Reactant: CC(OI1(OC(C)=O)(OC(C)=O)OC(=O)C2C1=CC=CC=2)=O.[Cl:23][C:24]1[CH:29]=[CH:28][C:27]([CH:30]([OH:48])[CH2:31][NH:32][C:33](=[O:47])[C@@H:34]([N:36]2[C:44](=[O:45])[C:43]3[C:38](=[CH:39][CH:40]=[CH:41][CH:42]=3)[C:37]2=[O:46])[CH3:35])=[CH:26][CH:25]=1. Product: [Cl:23][C:24]1[CH:29]=[CH:28][C:27]([C:30](=[O:48])[CH2:31][NH:32][C:33](=[O:47])[C@@H:34]([N:36]2[C:44](=[O:45])[C:43]3[C:38](=[CH:39][CH:40]=[CH:41][CH:42]=3)[C:37]2=[O:46])[CH3:35])=[CH:26][CH:25]=1. The catalyst class is: 4. (8) Reactant: [Cl:1][C:2]1[C:3]([N:8]2[C:13]3[CH:14]=[CH:15][CH:16]=[C:17]([C:18]([NH:20][C:21]4[CH:26]=[CH:25][CH:24]=[CH:23][C:22]=4C(OC)=O)=[O:19])[C:12]=3[O:11][CH2:10][CH2:9]2)=[N:4][CH:5]=[CH:6][CH:7]=1.[OH-:31].[Na+].Cl.[O:34]1[CH2:38]CCC1. Product: [C:38]([C:24]1[CH:23]=[CH:22][C:21]([NH:20][C:18]([C:17]2[C:12]3[O:11][CH2:10][CH2:9][N:8]([C:3]4[C:2]([Cl:1])=[CH:7][CH:6]=[CH:5][N:4]=4)[C:13]=3[CH:14]=[CH:15][CH:16]=2)=[O:19])=[CH:26][CH:25]=1)([OH:34])=[O:31]. The catalyst class is: 5. (9) Reactant: CC(OC([N:8](C(OC(C)(C)C)=O)[N:9]([C:17]1[C:22]([F:23])=[C:21]([NH:24][CH2:25][C:26]([CH3:34])([N:28]2[CH2:33][CH2:32][O:31][CH2:30][CH2:29]2)[CH3:27])[N:20]=[C:19]([Cl:35])[N:18]=1)C(OC(C)(C)C)=O)=O)(C)C.Cl. Product: [Cl:35][C:19]1[NH:20][C:21]([NH:24][CH2:25][C:26]([CH3:34])([N:28]2[CH2:33][CH2:32][O:31][CH2:30][CH2:29]2)[CH3:27])=[C:22]([F:23])[C:17](=[N:9][NH2:8])[N:18]=1. The catalyst class is: 71.